This data is from Catalyst prediction with 721,799 reactions and 888 catalyst types from USPTO. The task is: Predict which catalyst facilitates the given reaction. (1) Reactant: [Br:1][C:2]1[CH:7]=[CH:6][C:5]([OH:8])=[CH:4][N:3]=1.Cl[C:10]([F:15])([F:14])C([O-])=O.[Na+].C(=O)([O-])[O-].[K+].[K+]. Product: [Br:1][C:2]1[CH:7]=[CH:6][C:5]([O:8][CH:10]([F:15])[F:14])=[CH:4][N:3]=1. The catalyst class is: 3. (2) Reactant: C([O:8][C:9]1[CH:10]=[CH:11][C:12]2[C:13]3[S:21][C:20]([CH2:22][CH2:23][CH3:24])=[N:19][C:14]=3[CH:15]=[N:16][C:17]=2[CH:18]=1)C1C=CC=CC=1.Br.[OH-].[Na+]. Product: [OH:8][C:9]1[CH:10]=[CH:11][C:12]2[C:13]3[S:21][C:20]([CH2:22][CH2:23][CH3:24])=[N:19][C:14]=3[CH:15]=[N:16][C:17]=2[CH:18]=1. The catalyst class is: 15. (3) Reactant: Br[C:2]1[N:6]2[N:7]=[C:8]([NH:11][CH2:12][CH2:13][CH2:14][CH3:15])[CH:9]=[CH:10][C:5]2=[N:4][CH:3]=1.C(OC(=O)[NH:22][C:23]1[CH:28]=[CH:27][C:26](B2OC(C)(C)C(C)(C)O2)=[CH:25][N:24]=1)(C)(C)C.P([O-])([O-])([O-])=O.[K+].[K+].[K+]. Product: [NH2:22][C:23]1[N:24]=[CH:25][C:26]([C:2]2[N:6]3[N:7]=[C:8]([NH:11][CH2:12][CH2:13][CH2:14][CH3:15])[CH:9]=[CH:10][C:5]3=[N:4][CH:3]=2)=[CH:27][CH:28]=1. The catalyst class is: 543.